This data is from Catalyst prediction with 721,799 reactions and 888 catalyst types from USPTO. The task is: Predict which catalyst facilitates the given reaction. (1) Reactant: Br[CH2:2][C:3]1[CH:12]=[CH:11][CH:10]=[C:9]([N+:13]([O-:15])=[O:14])[C:4]=1[C:5]([O:7][CH3:8])=[O:6].C[N+]1([O-])CC[O:20]CC1. Product: [CH:2]([C:3]1[CH:12]=[CH:11][CH:10]=[C:9]([N+:13]([O-:15])=[O:14])[C:4]=1[C:5]([O:7][CH3:8])=[O:6])=[O:20]. The catalyst class is: 23. (2) Reactant: [Cl:1][C:2]1[CH:3]=[C:4]2[C:9](=[CH:10][C:11]=1[O:12][C:13]1[CH:18]=[CH:17][C:16]([C:19](=[O:32])[NH:20][C:21]3[CH:30]=[CH:29][C:28]4[C:23](=[CH:24][CH:25]=[C:26]([Cl:31])[CH:27]=4)[N:22]=3)=[CH:15][CH:14]=1)[O:8][CH2:7][CH2:6][CH:5]2[C:33]([OH:35])=[O:34].[C:36](OC(O[C:36]([CH3:39])([CH3:38])[CH3:37])N(C)C)([CH3:39])([CH3:38])[CH3:37]. Product: [Cl:1][C:2]1[CH:3]=[C:4]2[C:9](=[CH:10][C:11]=1[O:12][C:13]1[CH:14]=[CH:15][C:16]([C:19](=[O:32])[NH:20][C:21]3[CH:30]=[CH:29][C:28]4[C:23](=[CH:24][CH:25]=[C:26]([Cl:31])[CH:27]=4)[N:22]=3)=[CH:17][CH:18]=1)[O:8][CH2:7][CH2:6][CH:5]2[C:33]([O:35][C:36]([CH3:39])([CH3:38])[CH3:37])=[O:34]. The catalyst class is: 133. (3) Reactant: [C:1]([C:5]1[NH:9][C:8]([C:10]([O:12][CH3:13])=[O:11])=[C:7]([N+:14]([O-:16])=[O:15])[CH:6]=1)([CH3:4])([CH3:3])[CH3:2].[OH-].[Na+]. Product: [C:1]([C:5]1[NH:9][C:8]([C:10]([O:12][CH3:13])=[O:11])=[C:7]([N+:14]([O-:16])=[O:15])[CH:6]=1)([CH3:4])([CH3:2])[CH3:3].[C:1]([C:5]1[NH:9][C:8]([C:10]([OH:12])=[O:11])=[C:7]([N+:14]([O-:16])=[O:15])[CH:6]=1)([CH3:4])([CH3:2])[CH3:3]. The catalyst class is: 87. (4) Reactant: [NH:1]1[C:5]2[CH:6]=[CH:7][CH:8]=[CH:9][C:4]=2[N:3]=[C:2]1[C:10]1[CH:15]=[CH:14][CH:13]=[CH:12][C:11]=1[NH2:16].[CH2:17]([Li])CCC. Product: [CH3:17][N:1]1[C:5]2[CH:6]=[CH:7][CH:8]=[CH:9][C:4]=2[N:3]=[C:2]1[C:10]1[CH:15]=[CH:14][CH:13]=[CH:12][C:11]=1[NH2:16]. The catalyst class is: 116. (5) Reactant: [F:1][C:2]1[CH:7]=[C:6]([F:8])[C:5]([F:9])=[CH:4][C:3]=1[C@H:10]1[C@H:15]([NH2:16])[CH:14]=[C:13]([O:17][Si:18]([CH:25]([CH3:27])[CH3:26])([CH:22]([CH3:24])[CH3:23])[CH:19]([CH3:21])[CH3:20])[CH2:12][CH2:11]1.C(N(CC)CC)C.[C:35](O[C:35]([O:37][C:38]([CH3:41])([CH3:40])[CH3:39])=[O:36])([O:37][C:38]([CH3:41])([CH3:40])[CH3:39])=[O:36]. Product: [F:1][C:2]1[CH:7]=[C:6]([F:8])[C:5]([F:9])=[CH:4][C:3]=1[C@H:10]1[C@H:15]([NH:16][C:35](=[O:36])[O:37][C:38]([CH3:41])([CH3:40])[CH3:39])[CH:14]=[C:13]([O:17][Si:18]([CH:22]([CH3:24])[CH3:23])([CH:25]([CH3:27])[CH3:26])[CH:19]([CH3:20])[CH3:21])[CH2:12][CH2:11]1. The catalyst class is: 4. (6) Reactant: Cl.[F:2][C:3]1[CH:8]=[CH:7][CH:6]=[C:5]([F:9])[C:4]=1[C:10]1[N:15]=[C:14]([C:16]([NH:18][C:19]2[CH:20]=[N:21][CH:22]=[CH:23][C:24]=2[C@H:25]2[CH2:30][C@@H:29]([NH:31]C(=O)OC(C)(C)C)[C@H:28]([S:39][CH3:40])[C@@H:27]([CH3:41])[CH2:26]2)=[O:17])[CH:13]=[CH:12][C:11]=1[F:42]. Product: [NH2:31][C@H:29]1[C@H:28]([S:39][CH3:40])[C@@H:27]([CH3:41])[CH2:26][C@@H:25]([C:24]2[CH:23]=[CH:22][N:21]=[CH:20][C:19]=2[NH:18][C:16](=[O:17])[C:14]2[CH:13]=[CH:12][C:11]([F:42])=[C:10]([C:4]3[C:3]([F:2])=[CH:8][CH:7]=[CH:6][C:5]=3[F:9])[N:15]=2)[CH2:30]1. The catalyst class is: 12. (7) Reactant: [C:1]([O:5][C:6]([N:8]1[CH2:13][CH2:12][CH:11]([NH:14][CH2:15][C:16]2[S:20][C:19]([Cl:21])=[N:18][C:17]=2[Cl:22])[CH2:10][CH2:9]1)=[O:7])([CH3:4])([CH3:3])[CH3:2].C(O)(=O)C.[CH:27](=O)[CH:28]([CH3:30])[CH3:29].C(O[BH-](OC(=O)C)OC(=O)C)(=O)C.[Na+].ClC1SC(CO)=C(Cl)N=1. Product: [C:1]([O:5][C:6]([N:8]1[CH2:13][CH2:12][CH:11]([N:14]([CH2:15][C:16]2[S:20][C:19]([Cl:21])=[N:18][C:17]=2[Cl:22])[CH2:27][CH:28]([CH3:30])[CH3:29])[CH2:10][CH2:9]1)=[O:7])([CH3:4])([CH3:2])[CH3:3]. The catalyst class is: 237. (8) Reactant: COP([C:7](=[N+:11]=[N-])[C:8](=O)[CH3:9])(=O)OC.[C:13]([NH:17][C:18]1C(C=O)=N[C:21]2[C:26]([N:27]=1)=[C:25]([C:28]1[NH:36][C:35]3[CH2:34][CH2:33][NH:32][C:31](=[O:37])[C:30]=3[CH:29]=1)[CH:24]=[CH:23][CH:22]=2)([CH3:16])([CH3:15])[CH3:14].C([O-])([O-])=O.[K+].[K+].CO.C(Cl)Cl. Product: [C:13]([NH:17][C:18]1[C:7]([C:8]#[CH:9])=[N:11][C:21]2[C:26]([N:27]=1)=[C:25]([C:28]1[NH:36][C:35]3[CH2:34][CH2:33][NH:32][C:31](=[O:37])[C:30]=3[CH:29]=1)[CH:24]=[CH:23][CH:22]=2)([CH3:16])([CH3:14])[CH3:15]. The catalyst class is: 275. (9) Reactant: [Cl:1][C:2]1[CH:3]=[C:4]([OH:17])[CH:5]=[CH:6][C:7]=1[CH2:8][C:9]1[CH:14]=[CH:13][C:12]([CH2:15][CH3:16])=[CH:11][CH:10]=1.[H-].[Na+].[C:20]([O:23][C@@H:24]1[C@@H:29]([O:30][C:31](=[O:33])[CH3:32])[C@H:28]([O:34][C:35](=[O:37])[CH3:36])[C@@H:27]([CH2:38][O:39][C:40](=[O:42])[CH3:41])[O:26][C@@:25]1([O:56][CH3:57])[CH2:43][CH2:44]OS(C1C=CC(C)=CC=1)(=O)=O)(=[O:22])[CH3:21].[O-]C1C=CC=CC=1. Product: [C:20]([O:23][C@@H:24]1[C@@H:29]([O:30][C:31](=[O:33])[CH3:32])[C@H:28]([O:34][C:35](=[O:37])[CH3:36])[C@@H:27]([CH2:38][O:39][C:40](=[O:42])[CH3:41])[O:26][C@:25]1([CH2:43][CH2:44][O:17][C:4]1[CH:5]=[CH:6][C:7]([CH2:8][C:9]2[CH:14]=[CH:13][C:12]([CH2:15][CH3:16])=[CH:11][CH:10]=2)=[C:2]([Cl:1])[CH:3]=1)[O:56][CH3:57])(=[O:22])[CH3:21]. The catalyst class is: 31.